From a dataset of Reaction yield outcomes from USPTO patents with 853,638 reactions. Predict the reaction yield, written as a fraction of the theoretical maximum amount of product (1.0 means a 100% yield; for example, 0.34 means a 34% yield). (1) The reactants are [OH:1][CH2:2][C@H:3]([CH3:8])[C:4]([O:6][CH3:7])=[O:5].ClC(Cl)(Cl)C(=N)O[CH2:13][C:14]1[CH:19]=[CH:18][CH:17]=[CH:16][CH:15]=1.OS(C(F)(F)F)(=O)=O.C([O-])(O)=O.[Na+]. The catalyst is C(Cl)Cl. The product is [CH3:7][O:6][C:4](=[O:5])[C@@H:3]([CH3:8])[CH2:2][O:1][CH2:13][C:14]1[CH:19]=[CH:18][CH:17]=[CH:16][CH:15]=1. The yield is 0.700. (2) The reactants are [CH2:1]([CH:8]1[CH2:13][CH2:12][N:11]([C:14]2[N:19]=[CH:18][N:17]=[C:16]([NH:20][NH:21][C:22](=O)[CH2:23][CH:24]3[CH2:26][CH2:25]3)[C:15]=2[Cl:28])[CH2:10][CH2:9]1)[C:2]1[CH:7]=[CH:6][CH:5]=[CH:4][CH:3]=1.[Si](N=[N+]=[N-])(C)(C)C.C1(P(C2C=CC=CC=2)C2C=CC=CC=2)C=CC=CC=1.CCOC(/N=N/C(OCC)=O)=O.C1(C)C=CC=CC=1. The catalyst is C1COCC1.C(OCC)(=O)C.O. The product is [CH2:1]([CH:8]1[CH2:13][CH2:12][N:11]([C:14]2[N:19]=[CH:18][N:17]3[C:22]([CH2:23][CH:24]4[CH2:26][CH2:25]4)=[N:21][N:20]=[C:16]3[C:15]=2[Cl:28])[CH2:10][CH2:9]1)[C:2]1[CH:7]=[CH:6][CH:5]=[CH:4][CH:3]=1. The yield is 0.191.